From a dataset of Reaction yield outcomes from USPTO patents with 853,638 reactions. Predict the reaction yield, written as a fraction of the theoretical maximum amount of product (1.0 means a 100% yield; for example, 0.34 means a 34% yield). (1) The reactants are [Br:1][C:2]1[CH:14]=[N:13][C:12]2[C:11]3[C:10](F)=[CH:9][CH:8]=[C:7]([S:16]([CH3:19])(=[O:18])=[O:17])[C:6]=3[NH:5][C:4]=2[CH:3]=1.[F:20][C:21]([F:25])(C)[CH2:22][OH:23].CC([O-])(C)C.[K+]. The catalyst is CN1C(=O)CCC1.CCOC(C)=O. The product is [Br:1][C:2]1[CH:14]=[N:13][C:12]2[C:11]3[C:10]([O:23][CH2:22][CH:21]([F:25])[F:20])=[CH:9][CH:8]=[C:7]([S:16]([CH3:19])(=[O:18])=[O:17])[C:6]=3[NH:5][C:4]=2[CH:3]=1. The yield is 1.00. (2) The reactants are C([NH:4][CH:5]([C:10]1[CH:15]=[CH:14][CH:13]=[CH:12][CH:11]=1)[CH2:6][C:7]([OH:9])=[O:8])(=O)C.[ClH:16]. The catalyst is Cl.CO. The product is [ClH:16].[NH2:4][CH:5]([C:10]1[CH:15]=[CH:14][CH:13]=[CH:12][CH:11]=1)[CH2:6][C:7]([OH:9])=[O:8]. The yield is 0.392. (3) The reactants are [CH3:1][C@@H:2]1[CH2:7][CH2:6][CH2:5][CH2:4][C@@H:3]1[NH:8][C:9]1[C:10]2[N:11]([CH:17]=[C:18]([N+:20]([O-:22])=[O:21])[CH:19]=2)[N:12]=[CH:13][C:14]=1[C:15]#[N:16].[NH4+].[OH-:24].OO. The catalyst is CCO. The product is [CH3:1][C@@H:2]1[CH2:7][CH2:6][CH2:5][CH2:4][C@@H:3]1[NH:8][C:9]1[C:10]2[N:11]([CH:17]=[C:18]([N+:20]([O-:22])=[O:21])[CH:19]=2)[N:12]=[CH:13][C:14]=1[C:15]([NH2:16])=[O:24]. The yield is 0.770.